This data is from Catalyst prediction with 721,799 reactions and 888 catalyst types from USPTO. The task is: Predict which catalyst facilitates the given reaction. (1) Reactant: [C:1](O)(=O)C.[CH3:5][NH:6][CH3:7].C=O.[CH3:10][O:11][C:12]1[C:13]([CH3:21])=[C:14]2[C:18](=[CH:19][CH:20]=1)[NH:17][CH:16]=[CH:15]2. Product: [CH3:10][O:11][C:12]1[C:13]([CH3:21])=[C:14]2[C:7](=[CH:19][CH:20]=1)[NH:6][CH:5]=[C:15]2[CH2:16][N:17]([CH3:1])[CH3:18]. The catalyst class is: 8. (2) Reactant: C(NC(C)C)(C)C.C([Li])CCC.[Cl:13][C:14]1[CH:19]=[C:18]([Cl:20])[CH:17]=[CH:16][N:15]=1.[CH:21](OC)=[O:22]. Product: [Cl:13][C:14]1[C:19]([CH:21]=[O:22])=[C:18]([Cl:20])[CH:17]=[CH:16][N:15]=1. The catalyst class is: 1. (3) Product: [C:1]([C:3]([CH3:32])([CH3:31])[CH:4]([NH:8][C:9]([C:11]1[C:19]2[C:14](=[N:15][CH:16]=[C:17]([CH:20]3[CH2:21][CH2:22]3)[N:18]=2)[NH:13][CH:12]=1)=[O:10])[CH:5]1[CH2:6][CH2:7]1)#[N:2]. The catalyst class is: 2. Reactant: [C:1]([C:3]([CH3:32])([CH3:31])[CH:4]([NH:8][C:9]([C:11]1[C:19]2[C:14](=[N:15][CH:16]=[C:17]([CH:20]3[CH2:22][CH2:21]3)[N:18]=2)[N:13](COCC[Si](C)(C)C)[CH:12]=1)=[O:10])[CH:5]1[CH2:7][CH2:6]1)#[N:2].C(O)(C(F)(F)F)=O. (4) Reactant: [C:1]1([CH2:7][O:8][C:9]2[CH:10]=[C:11]3[C:15](=[CH:16][CH:17]=2)[NH:14][C:13]([C:18]([O:20][CH2:21][CH3:22])=[O:19])=[CH:12]3)[CH:6]=[CH:5][CH:4]=[CH:3][CH:2]=1.[O:23](C(OC(C)(C)C)=O)[C:24]([O:26][C:27]([CH3:30])([CH3:29])[CH3:28])=O. Product: [C:1]1([CH2:7][O:8][C:9]2[CH:10]=[C:11]3[C:15](=[CH:16][CH:17]=2)[N:14]([C:24]([O:26][C:27]([CH3:30])([CH3:29])[CH3:28])=[O:23])[C:13]([C:18]([O:20][CH2:21][CH3:22])=[O:19])=[CH:12]3)[CH:6]=[CH:5][CH:4]=[CH:3][CH:2]=1. The catalyst class is: 251. (5) Reactant: [CH2:1]([N:8]1[C:16]2[C:11](=[CH:12][CH:13]=[C:14]([Cl:17])[CH:15]=2)[C:10]([O:18][C:19]2[CH:20]=[C:21]([CH2:25][C:26]#[N:27])[CH:22]=[CH:23][CH:24]=2)=[C:9]1[CH3:28])[C:2]1[CH:7]=[CH:6][CH:5]=[CH:4][CH:3]=1.[N:29]([Si](C)(C)C)=[N+:30]=[N-:31].C([Sn](=O)CCCC)CCC. Product: [CH2:1]([N:8]1[C:16]2[C:11](=[CH:12][CH:13]=[C:14]([Cl:17])[CH:15]=2)[C:10]([O:18][C:19]2[CH:24]=[CH:23][CH:22]=[C:21]([CH2:25][C:26]3[N:29]=[N:30][NH:31][N:27]=3)[CH:20]=2)=[C:9]1[CH3:28])[C:2]1[CH:7]=[CH:6][CH:5]=[CH:4][CH:3]=1. The catalyst class is: 11.